Dataset: Catalyst prediction with 721,799 reactions and 888 catalyst types from USPTO. Task: Predict which catalyst facilitates the given reaction. (1) Reactant: [N:1]([CH2:4][CH2:5][C:6]1([C:11]([NH:13][C@@H:14]([CH2:18][C:19]2[CH:24]=[CH:23][C:22]([NH:25][C:26](=[O:35])[C:27]3[C:32]([Cl:33])=[CH:31][CH:30]=[CH:29][C:28]=3[Cl:34])=[CH:21][CH:20]=2)[C:15]([OH:17])=[O:16])=[O:12])[CH2:10][CH2:9][CH2:8][CH2:7]1)=[N+]=[N-].CP(C)C.O. Product: [NH2:1][CH2:4][CH2:5][C:6]1([C:11]([NH:13][C@@H:14]([CH2:18][C:19]2[CH:20]=[CH:21][C:22]([NH:25][C:26](=[O:35])[C:27]3[C:32]([Cl:33])=[CH:31][CH:30]=[CH:29][C:28]=3[Cl:34])=[CH:23][CH:24]=2)[C:15]([OH:17])=[O:16])=[O:12])[CH2:10][CH2:9][CH2:8][CH2:7]1. The catalyst class is: 1. (2) Reactant: [OH-].[Li+].C([O:5][C:6](=[O:31])[C:7]1[CH:12]=[C:11]([C:13]2[CH:18]=[CH:17][C:16]([C:19]([F:22])([F:21])[F:20])=[CH:15][CH:14]=2)[C:10]([CH2:23][CH2:24][C:25]2[CH:26]=[N:27][CH:28]=[N:29][CH:30]=2)=[N:9][CH:8]=1)C.COC(=O)C1C=C(C2C=CC(C(F)(F)F)=CC=2)C(CCC2C=NC=NC=2)=NC=1.Cl.O1CCOCC1. Product: [N:29]1[CH:30]=[C:25]([CH2:24][CH2:23][C:10]2[C:11]([C:13]3[CH:18]=[CH:17][C:16]([C:19]([F:22])([F:20])[F:21])=[CH:15][CH:14]=3)=[CH:12][C:7]([C:6]([OH:31])=[O:5])=[CH:8][N:9]=2)[CH:26]=[N:27][CH:28]=1. The catalyst class is: 83. (3) Reactant: [CH2:1]([O:3][C:4](=[O:13])[C:5](=[CH:9]N(C)C)[C:6](=O)[CH3:7])[CH3:2].[N:14]1[CH:19]=[CH:18][CH:17]=[CH:16][C:15]=1[NH:20][NH2:21]. The catalyst class is: 8. Product: [CH2:1]([O:3][C:4]([C:5]1[CH:9]=[N:21][N:20]([C:15]2[CH:16]=[CH:17][CH:18]=[CH:19][N:14]=2)[C:6]=1[CH3:7])=[O:13])[CH3:2]. (4) Reactant: [O:1]([C:8]1[CH:9]=[C:10]([C:14]23[CH2:21][CH2:20][C:17]([CH2:22][CH2:23][CH:24]=[O:25])([CH2:18][CH2:19]2)[CH2:16][O:15]3)[CH:11]=[CH:12][CH:13]=1)[C:2]1[CH:7]=[CH:6][CH:5]=[CH:4][CH:3]=1.CC(C[AlH]CC(C)C)C. Product: [O:1]([C:8]1[CH:9]=[C:10]([C:14]23[CH2:21][CH2:20][C:17]([CH2:22][CH2:23][CH2:24][OH:25])([CH2:18][CH2:19]2)[CH2:16][O:15]3)[CH:11]=[CH:12][CH:13]=1)[C:2]1[CH:7]=[CH:6][CH:5]=[CH:4][CH:3]=1. The catalyst class is: 2. (5) Reactant: [C:1]([OH:7])(=[O:6])[CH2:2][CH2:3][CH:4]=[CH2:5].S(Cl)(Cl)=O.[C:12]1(O)[CH:17]=[CH:16][CH:15]=[CH:14][CH:13]=1.C(N(CC)CC)C. Product: [C:12]1([O:6][C:1](=[O:7])[CH2:2][CH2:3][CH:4]=[CH2:5])[CH:17]=[CH:16][CH:15]=[CH:14][CH:13]=1. The catalyst class is: 2. (6) Reactant: [CH3:1][O:2][C:3](=[O:15])[C:4]1[CH:9]=[CH:8][C:7]([CH2:10][CH2:11][C:12](O)=[O:13])=[CH:6][CH:5]=1.C1N=CN(C(N2C=NC=C2)=O)C=1.[BH4-].[Na+].Cl. Product: [CH3:1][O:2][C:3](=[O:15])[C:4]1[CH:9]=[CH:8][C:7]([CH2:10][CH2:11][CH2:12][OH:13])=[CH:6][CH:5]=1. The catalyst class is: 20.